From a dataset of NCI-60 drug combinations with 297,098 pairs across 59 cell lines. Regression. Given two drug SMILES strings and cell line genomic features, predict the synergy score measuring deviation from expected non-interaction effect. (1) Drug 1: C1=CC(=CC=C1CC(C(=O)O)N)N(CCCl)CCCl.Cl. Drug 2: CN(CC1=CN=C2C(=N1)C(=NC(=N2)N)N)C3=CC=C(C=C3)C(=O)NC(CCC(=O)O)C(=O)O. Cell line: MDA-MB-435. Synergy scores: CSS=2.57, Synergy_ZIP=1.41, Synergy_Bliss=5.12, Synergy_Loewe=-6.33, Synergy_HSA=-2.93. (2) Drug 1: C1=CC(=CC=C1C#N)C(C2=CC=C(C=C2)C#N)N3C=NC=N3. Drug 2: C(CC(=O)O)C(=O)CN.Cl. Cell line: SK-OV-3. Synergy scores: CSS=22.6, Synergy_ZIP=-5.92, Synergy_Bliss=1.59, Synergy_Loewe=0.562, Synergy_HSA=1.03. (3) Drug 1: CC1=CC2C(CCC3(C2CCC3(C(=O)C)OC(=O)C)C)C4(C1=CC(=O)CC4)C. Drug 2: C1=CC(=CC=C1CCCC(=O)O)N(CCCl)CCCl. Cell line: 786-0. Synergy scores: CSS=38.7, Synergy_ZIP=-0.680, Synergy_Bliss=-5.75, Synergy_Loewe=-4.89, Synergy_HSA=-6.84.